Task: Predict the reactants needed to synthesize the given product.. Dataset: Full USPTO retrosynthesis dataset with 1.9M reactions from patents (1976-2016) (1) Given the product [CH3:1][S:2]([N:5]1[C:13]2[C:8](=[CH:9][C:10]([NH2:14])=[CH:11][CH:12]=2)[CH2:7][CH2:6]1)(=[O:4])=[O:3], predict the reactants needed to synthesize it. The reactants are: [CH3:1][S:2]([N:5]1[C:13]2[C:8](=[CH:9][C:10]([N+:14]([O-])=O)=[CH:11][CH:12]=2)[CH2:7][CH2:6]1)(=[O:4])=[O:3].[Cl-].[NH4+]. (2) Given the product [CH2:2]([NH:4][C:21]1[C:20](=[O:22])[C:19]2[C:14]([C:13](=[O:23])[CH:12]=1)=[CH:15][CH:16]=[CH:17][CH:18]=2)[CH3:3], predict the reactants needed to synthesize it. The reactants are: Cl.[CH2:2]([NH2:4])[CH3:3].C([O-])([O-])=O.[K+].[K+].Br[C:12]1[C:13](=[O:23])[C:14]2[C:19]([C:20](=[O:22])[CH:21]=1)=[CH:18][CH:17]=[CH:16][CH:15]=2. (3) Given the product [F:23][C:24]1[CH:38]=[C:37](/[CH:39]=[CH:6]/[C:8]2[C:17]([CH3:18])=[CH:16][C:15]3[C:14]([CH3:20])([CH3:19])[CH2:13][CH2:12][C:11]([CH3:22])([CH3:21])[C:10]=3[CH:9]=2)[CH:36]=[CH:35][C:46]=1[C:45]([O:48][CH3:49])=[O:47], predict the reactants needed to synthesize it. The reactants are: O1CCCC1.[CH:6]([C:8]1[C:17]([CH3:18])=[CH:16][C:15]2[C:14]([CH3:20])([CH3:19])[CH2:13][CH2:12][C:11]([CH3:22])([CH3:21])[C:10]=2[CH:9]=1)=O.[F:23][C:24]1[CH:38]=[C:37]([C:39](OC)=O)[CH:36]=[CH:35]C=1CP(=O)(OCC)OCC.[H-].[Na+].[C:45]([O:48][CH2:49]C)(=[O:47])[CH3:46]. (4) Given the product [ClH:1].[C:18]([C:16]1[CH:15]=[CH:14][N:13]=[C:12]([NH:11][C:9]2[N:8]=[C:7]([C:20]3[CH:21]=[N:22][C:23]([N:26]4[CH2:31][CH2:30][N:29]([C:44]([NH2:43])=[O:45])[CH2:28][CH2:27]4)=[CH:24][CH:25]=3)[CH:6]=[C:5]([CH:2]3[CH2:3][CH2:4]3)[CH:10]=2)[CH:17]=1)#[N:19], predict the reactants needed to synthesize it. The reactants are: [ClH:1].[CH:2]1([C:5]2[CH:10]=[C:9]([NH:11][C:12]3[CH:17]=[C:16]([C:18]#[N:19])[CH:15]=[CH:14][N:13]=3)[N:8]=[C:7]([C:20]3[CH:21]=[N:22][C:23]([N:26]4[CH2:31][CH2:30][NH:29][CH2:28][CH2:27]4)=[CH:24][CH:25]=3)[CH:6]=2)[CH2:4][CH2:3]1.C(N(CC)CC)C.C[Si]([N:43]=[C:44]=[O:45])(C)C. (5) The reactants are: [O:1]=[C:2]1[CH2:11][CH2:10][C:9]2[CH:8]=[C:7]([CH2:12][C:13]([O:15][CH2:16][CH3:17])=[O:14])[CH:6]=[CH:5][C:4]=2[CH2:3]1.[CH2:18](O)[CH2:19][OH:20].CC1C=CC(S(O)(=O)=O)=CC=1. Given the product [CH2:3]1[C:4]2[C:9](=[CH:8][C:7]([CH2:12][C:13]([O:15][CH2:16][CH3:17])=[O:14])=[CH:6][CH:5]=2)[CH2:10][CH2:11][C:2]21[O:20][CH2:19][CH2:18][O:1]2, predict the reactants needed to synthesize it.